From a dataset of Forward reaction prediction with 1.9M reactions from USPTO patents (1976-2016). Predict the product of the given reaction. (1) Given the reactants [Cl:1][C:2]1[CH:3]=[C:4]([C@@H:12]([CH2:16][CH:17]2[CH2:21][CH2:20][CH2:19][CH2:18]2)[C:13]([OH:15])=O)[CH:5]=[CH:6][C:7]=1[S:8]([CH3:11])(=[O:10])=[O:9].C(Cl)(=O)C(Cl)=O.[CH3:28][O:29][C:30]([C:34]1[N:35]=[CH:36][C:37]([NH2:40])=[N:38][CH:39]=1)([O:32][CH3:33])[CH3:31].N1C=CC=CC=1, predict the reaction product. The product is: [Cl:1][C:2]1[CH:3]=[C:4]([C@@H:12]([CH2:16][CH:17]2[CH2:21][CH2:20][CH2:19][CH2:18]2)[C:13]([NH:40][C:37]2[CH:36]=[N:35][C:34]([C:30]([O:32][CH3:33])([O:29][CH3:28])[CH3:31])=[CH:39][N:38]=2)=[O:15])[CH:5]=[CH:6][C:7]=1[S:8]([CH3:11])(=[O:9])=[O:10]. (2) Given the reactants [CH:1]1([NH:4][C:5]([C:7]2[CH:8]=[C:9]([F:31])[C:10]([CH3:30])=[C:11]([C:13]3[C:14]([C:27]([OH:29])=O)=[CH:15][C:16]([C:19]([NH:21][CH2:22][C:23]([CH3:26])([CH3:25])[CH3:24])=[O:20])=[CH:17][CH:18]=3)[CH:12]=2)=[O:6])[CH2:3][CH2:2]1.CN(C(ON1N=NC2C=CC=CC1=2)=[N+](C)C)C.F[P-](F)(F)(F)(F)F.CCN(CC)CC.[CH:63]1([CH2:69][NH2:70])[CH2:68][CH2:67][CH2:66][CH2:65][CH2:64]1, predict the reaction product. The product is: [CH:63]1([CH2:69][NH:70][C:27]([C:14]2[C:13]([C:11]3[C:10]([CH3:30])=[C:9]([F:31])[CH:8]=[C:7]([C:5]([NH:4][CH:1]4[CH2:2][CH2:3]4)=[O:6])[CH:12]=3)=[CH:18][CH:17]=[C:16]([C:19]([NH:21][CH2:22][C:23]([CH3:25])([CH3:24])[CH3:26])=[O:20])[CH:15]=2)=[O:29])[CH2:68][CH2:67][CH2:66][CH2:65][CH2:64]1.